Dataset: Forward reaction prediction with 1.9M reactions from USPTO patents (1976-2016). Task: Predict the product of the given reaction. (1) Given the reactants [NH2:1][C:2]1[CH:7]=[CH:6][C:5]([C:8]2[CH:13]=[CH:12][CH:11]=[CH:10][CH:9]=2)=[CH:4][CH:3]=1.C(N(CC)CC)C.[C:21](Cl)(=[O:25])[CH:22]([CH3:24])[CH3:23], predict the reaction product. The product is: [C:8]1([C:5]2[CH:4]=[CH:3][C:2]([NH:1][C:21](=[O:25])[CH:22]([CH3:24])[CH3:23])=[CH:7][CH:6]=2)[CH:13]=[CH:12][CH:11]=[CH:10][CH:9]=1. (2) Given the reactants [N:1]1([C:7]([N:9]2[CH2:14][CH:13]([C:15]3[CH:20]=[CH:19][CH:18]=[C:17]([C:21]([F:24])([F:23])[F:22])[CH:16]=3)[CH2:12][CH:11]([C:25]([OH:27])=O)[CH2:10]2)=[O:8])[CH2:6][CH2:5][O:4][CH2:3][CH2:2]1.O[NH:29][C:30](=[NH:35])[C:31]([CH3:34])([CH3:33])[CH3:32], predict the reaction product. The product is: [C:31]([C:30]1[N:35]=[C:25]([CH:11]2[CH2:12][CH:13]([C:15]3[CH:20]=[CH:19][CH:18]=[C:17]([C:21]([F:22])([F:23])[F:24])[CH:16]=3)[CH2:14][N:9]([C:7]([N:1]3[CH2:6][CH2:5][O:4][CH2:3][CH2:2]3)=[O:8])[CH2:10]2)[O:27][N:29]=1)([CH3:34])([CH3:33])[CH3:32]. (3) Given the reactants [OH:1][C:2]1[CH:7]=[CH:6][C:5]([S:8]([N:11]2[CH2:16][CH2:15][S:14][C:13]([CH3:18])([CH3:17])[C@@H:12]2[C:19]([O:21][C:22]([CH3:25])([CH3:24])[CH3:23])=[O:20])(=[O:10])=[O:9])=[CH:4][CH:3]=1.[CH2:26](O)[C:27]#[C:28][CH2:29][OH:30], predict the reaction product. The product is: [OH:30][CH2:29][C:28]#[C:27][CH2:26][O:1][C:2]1[CH:7]=[CH:6][C:5]([S:8]([N:11]2[CH2:16][CH2:15][S:14][C:13]([CH3:17])([CH3:18])[C@@H:12]2[C:19]([O:21][C:22]([CH3:25])([CH3:24])[CH3:23])=[O:20])(=[O:9])=[O:10])=[CH:4][CH:3]=1.